This data is from Reaction yield outcomes from USPTO patents with 853,638 reactions. The task is: Predict the reaction yield, written as a fraction of the theoretical maximum amount of product (1.0 means a 100% yield; for example, 0.34 means a 34% yield). (1) The reactants are [OH:1][C:2]1[C:7]([CH3:8])=[N:6][N:5]([CH3:9])[C:4](=[O:10])[C:3]=1C(OC)=O.Cl. The catalyst is O1CCOCC1.CCOC(C)=O. The product is [OH:1][C:2]1[C:7]([CH3:8])=[N:6][N:5]([CH3:9])[C:4](=[O:10])[CH:3]=1. The yield is 0.350. (2) The reactants are [F:1][C:2]1[CH:10]=[C:9]([OH:11])[CH:8]=[CH:7][C:3]=1[C:4]([OH:6])=[O:5].S(Cl)(Cl)=O.[CH3:16]O. No catalyst specified. The product is [F:1][C:2]1[CH:10]=[C:9]([OH:11])[CH:8]=[CH:7][C:3]=1[C:4]([O:6][CH3:16])=[O:5]. The yield is 0.400. (3) The reactants are [Br:1][C:2]1[CH:3]=[CH:4][C:5](=[O:9])[NH:6][C:7]=1[CH3:8].IC.[CH:12](Cl)(Cl)Cl. The yield is 0.630. The catalyst is C(=O)([O-])[O-].[Ag+2].C(N(CC)CC)C. The product is [Br:1][C:2]1[C:7]([CH3:8])=[N:6][C:5]([O:9][CH3:12])=[CH:4][CH:3]=1. (4) The reactants are [F:1][C:2]1[C:3]([C:11]([F:14])([F:13])[F:12])=[C:4]([CH:8]([OH:10])[CH3:9])[CH:5]=[CH:6][CH:7]=1.[H-].[Na+].[CH3:17][O:18][C:19](=[O:44])[C:20]1[CH:25]=[CH:24][C:23]([C:26]2[CH:27]=[N:28][C:29]([NH2:43])=[C:30](OS(C3C=CC(C)=CC=3)(=O)=O)[CH:31]=2)=[CH:22][CH:21]=1. The catalyst is CN(C=O)C.CCOC(C)=O.O. The product is [CH3:17][O:18][C:19](=[O:44])[C:20]1[CH:21]=[CH:22][C:23]([C:26]2[CH:27]=[N:28][C:29]([NH2:43])=[C:30]([O:10][CH:8]([C:4]3[CH:5]=[CH:6][CH:7]=[C:2]([F:1])[C:3]=3[C:11]([F:12])([F:13])[F:14])[CH3:9])[CH:31]=2)=[CH:24][CH:25]=1. The yield is 0.340. (5) The reactants are [F:1][C:2]1[CH:3]=[C:4]([C:12]2[C:20]3[C:19](=[O:21])[CH2:18][CH2:17][C:16]=3[CH:15]=[N:14][CH:13]=2)[CH:5]=[CH:6][C:7]=1[C:8]([F:11])([F:10])[F:9].[Cl-].[Li+].[C:24]1([Li])[CH:29]=[CH:28][CH:27]=[CH:26][CH:25]=1. The catalyst is C(OCC)C. The product is [F:1][C:2]1[CH:3]=[C:4]([C:12]2[C:20]3[C:19]([C:24]4[CH:29]=[CH:28][CH:27]=[CH:26][CH:25]=4)([OH:21])[CH2:18][CH2:17][C:16]=3[CH:15]=[N:14][CH:13]=2)[CH:5]=[CH:6][C:7]=1[C:8]([F:9])([F:11])[F:10]. The yield is 0.100.